Task: Predict the product of the given reaction.. Dataset: Forward reaction prediction with 1.9M reactions from USPTO patents (1976-2016) (1) Given the reactants Cl[C:2]1[CH:7]=[CH:6][N:5]=[C:4]2[O:8][C:9]3([CH:15]4[CH2:16][CH2:17][N:12]([CH2:13][CH2:14]4)[CH2:11]3)[CH2:10][C:3]=12.C(=O)([O-])[O-].[Na+].[Na+].[CH2:24]([NH2:31])[C:25]1[CH:30]=[CH:29][CH:28]=[CH:27][CH:26]=1, predict the reaction product. The product is: [C:25]1([CH2:24][NH:31][C:2]2[CH:7]=[CH:6][N:5]=[C:4]3[O:8][C:9]4([CH:15]5[CH2:16][CH2:17][N:12]([CH2:13][CH2:14]5)[CH2:11]4)[CH2:10][C:3]=23)[CH:30]=[CH:29][CH:28]=[CH:27][CH:26]=1. (2) The product is: [N+:1]([C:4]1[CH:9]=[C:8]([O:10][C:11]([F:14])([F:13])[F:12])[CH:7]=[CH:6][C:5]=1[C:17]#[N:18])([O-:3])=[O:2]. Given the reactants [N+:1]([C:4]1[CH:9]=[C:8]([O:10][C:11]([F:14])([F:13])[F:12])[CH:7]=[CH:6][C:5]=1Br)([O-:3])=[O:2].[Cu][C:17]#[N:18].C1(C)C=CC=CC=1, predict the reaction product. (3) The product is: [NH2:14][C:13]1[C:8]([C:6]([OH:7])=[O:5])=[N:9][CH:10]=[C:11]([NH2:15])[N:12]=1. Given the reactants O.[OH-].[Li+].C[O:5][C:6]([C:8]1[C:13]([NH2:14])=[N:12][C:11]([NH2:15])=[CH:10][N:9]=1)=[O:7].O1CCCC1.[OH-].[Na+], predict the reaction product. (4) Given the reactants [Br:1][C:2]1[CH:3]=[C:4]([N:9]2[C:13](=[O:14])[C:12]([Cl:15])=[C:11](Cl)[C:10]2=[O:17])[CH:5]=[CH:6][C:7]=1[Cl:8].[NH:18]1[CH2:23][CH2:22][O:21][CH2:20][CH2:19]1, predict the reaction product. The product is: [Br:1][C:2]1[CH:3]=[C:4]([N:9]2[C:10](=[O:17])[C:11]([N:18]3[CH2:23][CH2:22][O:21][CH2:20][CH2:19]3)=[C:12]([Cl:15])[C:13]2=[O:14])[CH:5]=[CH:6][C:7]=1[Cl:8]. (5) Given the reactants [OH2:1].[NH2:2][NH2:3].F[C:5]1[CH:12]=[CH:11][C:10]([N+:13]([O-])=[O:14])=[CH:9][C:6]=1[C:7]#[N:8], predict the reaction product. The product is: [N+:13]([C:10]1[CH:9]=[C:6]2[C:5](=[CH:12][CH:11]=1)[NH:3][N:2]=[C:7]2[NH2:8])([O-:14])=[O:1]. (6) Given the reactants [N:1]1([C:7](=[O:24])[CH2:8][CH:9]([CH2:13][S:14]([CH2:17][C:18]2[CH:23]=CC=C[CH:19]=2)(=[O:16])=[O:15])[C:10]([OH:12])=[O:11])[CH2:6][CH2:5][O:4][CH2:3][CH2:2]1.[OH-].[Na+].BrCC(C)C.OOS([O-])=O.[K+], predict the reaction product. The product is: [CH3:19][CH:18]([CH3:23])[CH2:17][S:14]([CH2:13][CH:9]([CH2:8][C:7]([N:1]1[CH2:6][CH2:5][O:4][CH2:3][CH2:2]1)=[O:24])[C:10]([OH:12])=[O:11])(=[O:15])=[O:16].